Dataset: Full USPTO retrosynthesis dataset with 1.9M reactions from patents (1976-2016). Task: Predict the reactants needed to synthesize the given product. (1) Given the product [CH3:1][O:2][C:3]1[CH:4]=[C:5]2[C:10](=[CH:11][C:12]=1[CH2:13][CH:14]=[O:15])[N:9]=[CH:8][CH:7]=[CH:6]2, predict the reactants needed to synthesize it. The reactants are: [CH3:1][O:2][C:3]1[CH:4]=[C:5]2[C:10](=[CH:11][C:12]=1[CH:13]=[CH:14][O:15]C)[N:9]=[CH:8][CH:7]=[CH:6]2. (2) The reactants are: [C:1]1([CH2:7][CH2:8][CH2:9][CH2:10][OH:11])[CH:6]=[CH:5][CH:4]=[CH:3][CH:2]=1.C1C=C[NH+]=CC=1.C1C=C[NH+]=CC=1.[O-][Cr](O[Cr]([O-])(=O)=O)(=O)=O. Given the product [C:1]1([CH2:7][CH2:8][CH2:9][CH:10]=[O:11])[CH:6]=[CH:5][CH:4]=[CH:3][CH:2]=1, predict the reactants needed to synthesize it. (3) Given the product [CH3:27][N:28]1[C:32]([C:15]([C:16]2[CH:17]=[CH:18][C:19]([N+:22]([O-:24])=[O:23])=[CH:20][CH:21]=2)=[O:25])=[CH:31][N:30]=[CH:29]1, predict the reactants needed to synthesize it. The reactants are: CON(C)C(C1SC=NC=1)=O.CON(C)[C:15](=[O:25])[C:16]1[CH:21]=[CH:20][C:19]([N+:22]([O-:24])=[O:23])=[CH:18][CH:17]=1.[CH3:27][N:28]1[C:32](C(C2SC=NC=2)=O)=[CH:31][N:30]=[CH:29]1. (4) Given the product [Cl:36][CH2:2][C:3]1[N:8]([C:9]2[CH:14]=[CH:13][CH:12]=[C:11]([C:15]([F:18])([F:17])[F:16])[CH:10]=2)[C:7](=[O:19])[C:6]([C:20]([NH:22][CH2:23][C:24]2[CH:29]=[CH:28][C:27]([S:30]([CH3:33])(=[O:32])=[O:31])=[CH:26][CH:25]=2)=[O:21])=[CH:5][CH:4]=1, predict the reactants needed to synthesize it. The reactants are: O[CH2:2][C:3]1[N:8]([C:9]2[CH:14]=[CH:13][CH:12]=[C:11]([C:15]([F:18])([F:17])[F:16])[CH:10]=2)[C:7](=[O:19])[C:6]([C:20]([NH:22][CH2:23][C:24]2[CH:29]=[CH:28][C:27]([S:30]([CH3:33])(=[O:32])=[O:31])=[CH:26][CH:25]=2)=[O:21])=[CH:5][CH:4]=1.S(Cl)([Cl:36])=O. (5) Given the product [F:1][C:2]1[CH:28]=[CH:27][C:5]([CH2:6][N:7]2[C:15]3[C:10](=[CH:11][C:12]([CH:16]=[C:17]4[S:21][C:20]([N:33]5[CH2:38][CH2:37][O:36][C@H:35]([CH2:39][OH:40])[CH2:34]5)=[N:19][C:18]4=[O:26])=[CH:13][CH:14]=3)[CH:9]=[N:8]2)=[C:4]([C:29]([F:31])([F:32])[F:30])[CH:3]=1, predict the reactants needed to synthesize it. The reactants are: [F:1][C:2]1[CH:28]=[CH:27][C:5]([CH2:6][N:7]2[C:15]3[C:10](=[CH:11][C:12]([CH:16]=[C:17]4[S:21][C:20](SCCC)=[N:19][C:18]4=[O:26])=[CH:13][CH:14]=3)[CH:9]=[N:8]2)=[C:4]([C:29]([F:32])([F:31])[F:30])[CH:3]=1.[NH:33]1[CH2:38][CH2:37][O:36][CH:35]([CH2:39][OH:40])[CH2:34]1. (6) Given the product [Cl:16][C:17]1[C:25]([C:26]([F:27])([F:28])[F:29])=[CH:24][CH:23]=[CH:22][C:18]=1[C:19]([NH:1][C:2]1[CH:3]=[CH:4][C:5]([CH3:9])=[C:6]([OH:8])[CH:7]=1)=[O:20], predict the reactants needed to synthesize it. The reactants are: [NH2:1][C:2]1[CH:3]=[CH:4][C:5]([CH3:9])=[C:6]([OH:8])[CH:7]=1.O.C(=O)([O-])O.[Na+].[Cl:16][C:17]1[C:25]([C:26]([F:29])([F:28])[F:27])=[CH:24][CH:23]=[CH:22][C:18]=1[C:19](Cl)=[O:20]. (7) Given the product [CH3:14][C:12]1([CH3:15])[O:11][C@@H:9]2[C@@H:8]([C@@H:6]([OH:7])[C@@H:5]([CH2:4][OH:3])[O:10]2)[O:13]1, predict the reactants needed to synthesize it. The reactants are: CC1(C)[O:7][C@@H:6]2[C@H:8]3[O:13][C:12]([CH3:15])([CH3:14])[O:11][C@H:9]3[O:10][C@@H:5]2[CH2:4][O:3]1.O=C[C@@H]([C@H]([C@@H](CO)O)O)O.